Dataset: CYP3A4 substrate classification data from Carbon-Mangels et al.. Task: Regression/Classification. Given a drug SMILES string, predict its absorption, distribution, metabolism, or excretion properties. Task type varies by dataset: regression for continuous measurements (e.g., permeability, clearance, half-life) or binary classification for categorical outcomes (e.g., BBB penetration, CYP inhibition). Dataset: cyp3a4_substrate_carbonmangels. The compound is CC[C@H]1OC(=O)[C@H](C)[C@@H](O[C@H]2C[C@@](C)(OC)[C@@H](O)[C@H](C)O2)[C@H](C)[C@@H](O[C@@H]2O[C@H](C)C[C@H](N(C)C)[C@H]2O)[C@](C)(O)C[C@@H](C)CN(C)[C@H](C)[C@@H](O)[C@]1(C)O. The result is 0 (non-substrate).